This data is from Peptide-MHC class I binding affinity with 185,985 pairs from IEDB/IMGT. The task is: Regression. Given a peptide amino acid sequence and an MHC pseudo amino acid sequence, predict their binding affinity value. This is MHC class I binding data. (1) The peptide sequence is IISEEYLSK. The MHC is HLA-A31:01 with pseudo-sequence HLA-A31:01. The binding affinity (normalized) is 0.148. (2) The peptide sequence is ITAGYNRYY. The MHC is HLA-A31:01 with pseudo-sequence HLA-A31:01. The binding affinity (normalized) is 0.0847. (3) The peptide sequence is YVYPDNLPV. The MHC is HLA-A02:01 with pseudo-sequence HLA-A02:01. The binding affinity (normalized) is 0.898. (4) The peptide sequence is IPRQWHPFA. The MHC is HLA-B58:01 with pseudo-sequence HLA-B58:01. The binding affinity (normalized) is 0.0847.